Dataset: Forward reaction prediction with 1.9M reactions from USPTO patents (1976-2016). Task: Predict the product of the given reaction. (1) Given the reactants CS(O[CH2:6][CH:7]1[CH2:12][CH2:11][N:10]([C:13]2[CH:18]=[CH:17][CH:16]=[CH:15][CH:14]=2)[C:9](=[O:19])[CH2:8]1)(=O)=O.[N-:20]=[N+:21]=[N-:22].[Na+], predict the reaction product. The product is: [N:20]([CH2:6][CH:7]1[CH2:12][CH2:11][N:10]([C:13]2[CH:18]=[CH:17][CH:16]=[CH:15][CH:14]=2)[C:9](=[O:19])[CH2:8]1)=[N+:21]=[N-:22]. (2) Given the reactants [CH3:1]C(C)([O-])C.[K+].[C:7]([O:11][C:12]([N:14]([C:22]1[CH:27]=[CH:26][C:25]([C:28](=O)[C:29]2[CH:34]=[CH:33][C:32]([Cl:35])=[CH:31][CH:30]=2)=[CH:24][C:23]=1[CH3:37])[C:15](=[O:21])[O:16][C:17]([CH3:20])([CH3:19])[CH3:18])=[O:13])([CH3:10])([CH3:9])[CH3:8].[Cl-].[NH4+], predict the reaction product. The product is: [C:7]([O:11][C:12]([N:14]([C:22]1[CH:27]=[CH:26][C:25]([C:28]([C:29]2[CH:30]=[CH:31][C:32]([Cl:35])=[CH:33][CH:34]=2)=[CH2:1])=[CH:24][C:23]=1[CH3:37])[C:15](=[O:21])[O:16][C:17]([CH3:19])([CH3:20])[CH3:18])=[O:13])([CH3:9])([CH3:8])[CH3:10]. (3) Given the reactants [CH:1]([O:4][C:5]1[CH:9]=[C:8]([CH2:10][CH2:11][C:12]([O:14][CH2:15][CH3:16])=[O:13])[NH:7][N:6]=1)([CH3:3])[CH3:2].[F:17][C:18]([F:28])([F:27])[C:19]1[CH:26]=[CH:25][C:22]([CH2:23]Br)=[CH:21][CH:20]=1.C(=O)([O-])[O-].[K+].[K+].[Cl-].[NH4+], predict the reaction product. The product is: [CH:1]([O:4][C:5]1[CH:9]=[C:8]([CH2:10][CH2:11][C:12]([O:14][CH2:15][CH3:16])=[O:13])[N:7]([CH2:23][C:22]2[CH:21]=[CH:20][C:19]([C:18]([F:17])([F:27])[F:28])=[CH:26][CH:25]=2)[N:6]=1)([CH3:3])[CH3:2]. (4) Given the reactants F[C:2]1[CH:7]=[C:6]([F:8])[CH:5]=[CH:4][C:3]=1[N+:9]([O-:11])=[O:10].CCN(C(C)C)C(C)C.[CH2:21]([NH2:28])[C:22]1[CH:27]=[CH:26][CH:25]=[CH:24][CH:23]=1, predict the reaction product. The product is: [CH2:21]([NH:28][C:2]1[CH:7]=[C:6]([F:8])[CH:5]=[CH:4][C:3]=1[N+:9]([O-:11])=[O:10])[C:22]1[CH:27]=[CH:26][CH:25]=[CH:24][CH:23]=1. (5) The product is: [Br:1][C:2]1[CH:7]=[CH:6][C:5]([CH2:8][Cl:13])=[C:4]([CH3:10])[CH:3]=1. Given the reactants [Br:1][C:2]1[CH:7]=[CH:6][C:5]([CH2:8]O)=[C:4]([CH3:10])[CH:3]=1.S(Cl)([Cl:13])=O, predict the reaction product. (6) Given the reactants [NH2:1][C@@H:2]1[CH2:6][CH2:5][C@@:4]([CH2:8][NH:9][C:10](=[O:16])[O:11][C:12]([CH3:15])([CH3:14])[CH3:13])([CH3:7])[C:3]1([CH3:18])[CH3:17].[Br:19][C:20]1[CH:21]=[C:22]2[C:27](Cl)=[C:26]([C:29]([NH2:31])=[O:30])[CH:25]=[N:24][N:23]2[CH:32]=1.CCN(C(C)C)C(C)C, predict the reaction product. The product is: [Br:19][C:20]1[CH:21]=[C:22]2[C:27]([NH:1][C@@H:2]3[CH2:6][CH2:5][C@@:4]([CH2:8][NH:9][C:10](=[O:16])[O:11][C:12]([CH3:15])([CH3:14])[CH3:13])([CH3:7])[C:3]3([CH3:18])[CH3:17])=[C:26]([C:29](=[O:30])[NH2:31])[CH:25]=[N:24][N:23]2[CH:32]=1.